This data is from Forward reaction prediction with 1.9M reactions from USPTO patents (1976-2016). The task is: Predict the product of the given reaction. (1) Given the reactants Br[C:2]1[CH:3]=[C:4]([C:8]2([CH3:18])[C:16]3[C:11](=[CH:12][CH:13]=[CH:14][CH:15]=3)[C:10]([NH2:17])=[N:9]2)[CH:5]=[CH:6][CH:7]=1.[Cl:19][C:20]1[CH:21]=[C:22](B(O)O)[CH:23]=[C:24]([Cl:26])[CH:25]=1.Cl, predict the reaction product. The product is: [ClH:19].[Cl:19][C:20]1[CH:21]=[C:22]([C:2]2[CH:7]=[CH:6][CH:5]=[C:4]([C:8]3([CH3:18])[C:16]4[C:11](=[CH:12][CH:13]=[CH:14][CH:15]=4)[C:10]([NH2:17])=[N:9]3)[CH:3]=2)[CH:23]=[C:24]([Cl:26])[CH:25]=1. (2) Given the reactants CS(O[CH2:6][CH2:7][C:8]1[CH:13]=[CH:12][C:11]([NH:14][C:15]2[N:24]=[CH:23][C:22]3[CH2:21][CH:20]([C:25]4[CH:30]=[CH:29][CH:28]=[CH:27][C:26]=4[C:31]([F:34])([F:33])[F:32])[C:19]4[CH:35]=[CH:36][CH:37]=[CH:38][C:18]=4[C:17]=3[N:16]=2)=[CH:10][CH:9]=1)(=O)=O.[CH3:39][N:40]1[CH2:45][CH2:44][NH:43][CH2:42][CH2:41]1, predict the reaction product. The product is: [CH3:39][N:40]1[CH2:45][CH2:44][N:43]([CH2:6][CH2:7][C:8]2[CH:13]=[CH:12][C:11]([NH:14][C:15]3[N:24]=[CH:23][C:22]4[CH2:21][CH:20]([C:25]5[CH:30]=[CH:29][CH:28]=[CH:27][C:26]=5[C:31]([F:34])([F:33])[F:32])[C:19]5[CH:35]=[CH:36][CH:37]=[CH:38][C:18]=5[C:17]=4[N:16]=3)=[CH:10][CH:9]=2)[CH2:42][CH2:41]1. (3) Given the reactants [Cl-:1].[CH2:2]([P+](CCCC)(CCCC)CCCC)[C:3]1[CH:8]=[CH:7][CH:6]=[CH:5][CH:4]=1.[CH2:22](Cl)[C:23]1[CH:28]=[CH:27][CH:26]=[CH:25][CH:24]=1.[Cl:30][SiH2:31][Cl:32], predict the reaction product. The product is: [CH2:2]([SiH:31]([Cl:32])[Cl:30])[C:3]1[CH:8]=[CH:7][CH:6]=[CH:5][CH:4]=1.[CH2:22]([Si:31]([Cl:1])([Cl:32])[Cl:30])[C:23]1[CH:28]=[CH:27][CH:26]=[CH:25][CH:24]=1. (4) Given the reactants C[O:2][C:3](=[O:33])[CH2:4][C:5]1[CH:10]=[CH:9][C:8]([C:11]#[C:12][C:13]2[CH:14]=[C:15]3[C:20](=[C:21]([CH2:23][N:24]([CH:26]4[CH2:28][CH2:27]4)[CH3:25])[CH:22]=2)[O:19][C:18]([CH3:30])([CH3:29])[CH2:17][C:16]3([CH3:32])[CH3:31])=[CH:7][CH:6]=1.[OH-].[Na+], predict the reaction product. The product is: [CH:26]1([N:24]([CH2:23][C:21]2[CH:22]=[C:13]([C:12]#[C:11][C:8]3[CH:9]=[CH:10][C:5]([CH2:4][C:3]([OH:33])=[O:2])=[CH:6][CH:7]=3)[CH:14]=[C:15]3[C:20]=2[O:19][C:18]([CH3:29])([CH3:30])[CH2:17][C:16]3([CH3:32])[CH3:31])[CH3:25])[CH2:28][CH2:27]1. (5) Given the reactants [F:1][C:2]1[CH:10]=[C:9]2[C:5]([CH2:6][CH2:7][N:8]2[CH:11]2[CH2:16][CH2:15][N:14]([C:17]([NH:19][C:20]3[S:21][CH:22]=[C:23]([C:25]([O:27]CC)=O)[N:24]=3)=[O:18])[CH2:13][CH2:12]2)=[CH:4][CH:3]=1.[CH3:30][NH2:31], predict the reaction product. The product is: [F:1][C:2]1[CH:10]=[C:9]2[C:5]([CH2:6][CH2:7][N:8]2[CH:11]2[CH2:12][CH2:13][N:14]([C:17]([NH:19][C:20]3[S:21][CH:22]=[C:23]([C:25]([NH:31][CH3:30])=[O:27])[N:24]=3)=[O:18])[CH2:15][CH2:16]2)=[CH:4][CH:3]=1. (6) Given the reactants [N:1]([CH2:4][C:5]([C:8]1[CH:13]=[CH:12][C:11]([Cl:14])=[CH:10][C:9]=1[Cl:15])([F:7])[F:6])=[N+]=[N-], predict the reaction product. The product is: [Cl:15][C:9]1[CH:10]=[C:11]([Cl:14])[CH:12]=[CH:13][C:8]=1[C:5]([F:7])([F:6])[CH2:4][NH2:1].